Dataset: Full USPTO retrosynthesis dataset with 1.9M reactions from patents (1976-2016). Task: Predict the reactants needed to synthesize the given product. Given the product [CH:1]1([N:5]2[CH2:11][CH2:10][CH2:9][N:8]([C:12]([N:14]3[CH2:15][CH:16]([O:18][C:19]4[CH:20]=[C:21]5[C:25](=[CH:26][CH:27]=4)[N:24]([CH3:30])[CH:23]=[CH:22]5)[CH2:17]3)=[O:13])[CH2:7][CH2:6]2)[CH2:2][CH2:3][CH2:4]1, predict the reactants needed to synthesize it. The reactants are: [CH:1]1([N:5]2[CH2:11][CH2:10][CH2:9][N:8]([C:12]([N:14]3[CH2:17][CH:16]([O:18][C:19]4[CH:20]=[C:21]5[C:25](=[CH:26][CH:27]=4)[NH:24][CH:23]=[CH:22]5)[CH2:15]3)=[O:13])[CH2:7][CH2:6]2)[CH2:4][CH2:3][CH2:2]1.[H-].[Na+].[CH3:30]I.